This data is from In vitro SARS-CoV-2 activity screen of 1,480 approved drugs from Prestwick library. The task is: Binary Classification. Given a drug SMILES string, predict its activity (active/inactive) in a high-throughput screening assay against a specified biological target. (1) The molecule is Cc1cccc(C)c1NC(=O)CN1CCCC1=O. The result is 0 (inactive). (2) The compound is CC1(C)S[C@@H]2[C@H](NC(=O)[C@H](N)c3ccccc3)C(=O)N2[C@H]1C(=O)[O-].[Na+]. The result is 0 (inactive).